This data is from Forward reaction prediction with 1.9M reactions from USPTO patents (1976-2016). The task is: Predict the product of the given reaction. Given the reactants [Br:1][C:2]1[CH:14]=[CH:13][C:12]2[C:11]3[C:6](=[CH:7][C:8]([Br:15])=[CH:9][CH:10]=3)[CH2:5][C:4]=2[CH:3]=1.[C:16]([O:20][CH3:21])(=[O:19])[CH:17]=[CH2:18].[OH-:22].[Na+], predict the reaction product. The product is: [Br:1][C:2]1[CH:14]=[CH:13][C:12]2[C:11]3[C:6](=[CH:7][C:8]([Br:15])=[CH:9][CH:10]=3)[C:5]([CH2:18][CH2:17][C:16]([O:20][CH3:21])=[O:22])([CH2:18][CH2:17][C:16]([O:20][CH3:21])=[O:19])[C:4]=2[CH:3]=1.